Dataset: Full USPTO retrosynthesis dataset with 1.9M reactions from patents (1976-2016). Task: Predict the reactants needed to synthesize the given product. (1) Given the product [C:45]([O:56][C:55](=[O:54])[NH:19][C@@H:20]([CH2:21][NH:22][C:23]([C:25]1[S:26][C:27]([Cl:30])=[CH:28][CH:29]=1)=[O:24])[C:31]([N:33]1[CH2:34][CH2:39][CH2:70][CH2:69][CH2:37][CH2:38]1)=[O:32])([CH3:44])([CH3:46])[CH3:78], predict the reactants needed to synthesize it. The reactants are: C(C1C(N2CCOCC2=O)=CC=CC=1S([NH:19][C@H:20]([C:31]([N:33]1[CH2:38][CH2:37]OC[C@@H:34]1[CH3:39])=[O:32])[CH2:21][NH:22][C:23]([C:25]1[S:26][C:27]([Cl:30])=[CH:28][CH:29]=1)=[O:24])(=O)=O)C.N1[CH2:46][CH2:45][CH2:44]CCC1.[B-](F)(F)(F)F.CC[O:54][C:55](C(C#N)=NOC(N(C)C)=[N+](C)C)=[O:56].[CH3:69][CH2:70]N(C(C)C)C(C)C.[CH2:78](Cl)Cl. (2) Given the product [C:27]([O:26][C:24](=[O:25])[CH2:23][N:10]([C:8]([O:7][C:3]([CH3:6])([CH3:5])[CH3:4])=[O:9])[C:11]1[CH:12]=[CH:13][CH:14]=[C:15]([C:17]([O:19][CH2:20][CH3:21])=[O:18])[N:16]=1)([CH3:30])([CH3:29])[CH3:28], predict the reactants needed to synthesize it. The reactants are: [H-].[Na+].[C:3]([O:7][C:8]([NH:10][C:11]1[N:16]=[C:15]([C:17]([O:19][CH2:20][CH3:21])=[O:18])[CH:14]=[CH:13][CH:12]=1)=[O:9])([CH3:6])([CH3:5])[CH3:4].Br[CH2:23][C:24]([O:26][C:27]([CH3:30])([CH3:29])[CH3:28])=[O:25].[Cl-].[NH4+].